Predict the reactants needed to synthesize the given product. From a dataset of Full USPTO retrosynthesis dataset with 1.9M reactions from patents (1976-2016). (1) Given the product [CH3:24][C:25]([CH3:30])([CH3:29])[C:26]([NH:8][C:9]1([C:21]([NH2:23])=[O:22])[CH2:17][C:16]2[C:11](=[CH:12][CH:13]=[C:14]([N+:18]([O-:20])=[O:19])[CH:15]=2)[CH2:10]1)=[O:27], predict the reactants needed to synthesize it. The reactants are: FC(F)(F)C(O)=O.[NH2:8][C:9]1([C:21]([NH2:23])=[O:22])[CH2:17][C:16]2[C:11](=[CH:12][CH:13]=[C:14]([N+:18]([O-:20])=[O:19])[CH:15]=2)[CH2:10]1.[CH3:24][C:25]([CH3:30])([CH3:29])[C:26](Cl)=[O:27].C(N(CC)CC)C.[NH4+].[Cl-]. (2) Given the product [Br:3][C:4]1[CH:5]=[C:6]([C:10]2[CH:11]=[N:12][N:13]([CH3:15])[N:14]=2)[CH:7]=[CH:8][CH:9]=1, predict the reactants needed to synthesize it. The reactants are: CI.[Br:3][C:4]1[CH:5]=[C:6]([C:10]2[NH:14][N:13]=[N:12][CH:11]=2)[CH:7]=[CH:8][CH:9]=1.[C:15](=O)([O-])[O-].[K+].[K+]. (3) Given the product [CH3:1][O:2][C:3]([C:5]1[C:6](=[O:17])[O:7][C:8]2[C:13]([C:14]=1[OH:15])=[CH:12][CH:11]=[C:10]([C:28]1[CH:29]=[CH:30][C:25]([O:18][C:19]3[CH:24]=[CH:23][CH:22]=[CH:21][CH:20]=3)=[CH:26][CH:27]=1)[CH:9]=2)=[O:4], predict the reactants needed to synthesize it. The reactants are: [CH3:1][O:2][C:3]([C:5]1[C:6](=[O:17])[O:7][C:8]2[C:13]([C:14]=1[OH:15])=[CH:12][CH:11]=[C:10](Br)[CH:9]=2)=[O:4].[O:18]([C:25]1[CH:30]=[CH:29][C:28](OB(O)O)=[CH:27][CH:26]=1)[C:19]1[CH:24]=[CH:23][CH:22]=[CH:21][CH:20]=1.C(=O)([O-])[O-].[Na+].[Na+]. (4) The reactants are: C1(C2(C(O)=O)CCCC2)C=CC=CC=1.C[CH:16](C)[CH:17]([C:40]1C=C[CH:43]=[CH:42][CH:41]=1)[C:18]([NH:20][C@@H:21]1[C@H:28]2[C@H:24]([CH2:25][N:26]([CH2:29][C:30]3[CH:35]=[CH:34][CH:33]=[C:32]([C:36]([F:39])([F:38])[F:37])[CH:31]=3)[CH2:27]2)[CH2:23][CH2:22]1)=[O:19].C(N1C[C@H]2C(N)CC[C@H]2C1)C1C=CC=CC=1. Given the product [F:37][C:36]([F:38])([F:39])[C:32]1[CH:31]=[C:30]([CH:35]=[CH:34][CH:33]=1)[CH2:29][N:26]1[CH2:27][C@H:28]2[C@@H:21]([NH:20][C:18]([CH:17]3[CH2:16][CH2:43][CH2:42][CH2:41][CH2:40]3)=[O:19])[CH2:22][CH2:23][C@H:24]2[CH2:25]1, predict the reactants needed to synthesize it. (5) Given the product [CH3:8][S:9]([O:13][CH2:14][CH2:15][CH2:16][C:17]1[CH:22]=[CH:21][C:20]([NH:23][C:24]([O:25][C:26]([CH3:27])([CH3:29])[CH3:28])=[O:30])=[CH:19][CH:18]=1)(=[O:11])=[O:10], predict the reactants needed to synthesize it. The reactants are: C(N(CC)CC)C.[CH3:8][S:9](Cl)(=[O:11])=[O:10].[OH:13][CH2:14][CH2:15][CH2:16][C:17]1[CH:22]=[CH:21][C:20]([NH:23][C:24](=[O:30])[O:25][C:26]([CH3:29])([CH3:28])[CH3:27])=[CH:19][CH:18]=1.O.